From a dataset of Catalyst prediction with 721,799 reactions and 888 catalyst types from USPTO. Predict which catalyst facilitates the given reaction. (1) Reactant: [F:1][C:2]1[CH:10]=[C:9]([F:11])[C:8]([NH2:12])=[CH:7][C:3]=1[C:4](O)=[O:5].C[CH2:14][N:15]=C=NCCCN(C)C.C1C=CC2N(O)N=NC=2C=1.CN. Product: [NH2:12][C:8]1[C:9]([F:11])=[CH:10][C:2]([F:1])=[C:3]([CH:7]=1)[C:4]([NH:15][CH3:14])=[O:5]. The catalyst class is: 39. (2) Reactant: [Cl:1][C:2]1[CH:3]=[C:4]([C:7](=[N:9][O:10][C:11]([C@H:13]2[CH2:29][N:17]3[C:18](=[O:28])[C:19]4[CH:26]=[N:25][C:24]([F:27])=[CH:23][C:20]=4[CH2:21][CH2:22][C@@H:16]3[CH2:15][CH2:14]2)=O)[NH2:8])[NH:5][CH:6]=1. Product: [Cl:1][C:2]1[CH:3]=[C:4]([C:7]2[N:8]=[C:11]([C@H:13]3[CH2:29][N:17]4[C:18](=[O:28])[C:19]5[CH:26]=[N:25][C:24]([F:27])=[CH:23][C:20]=5[CH2:21][CH2:22][C@@H:16]4[CH2:15][CH2:14]3)[O:10][N:9]=2)[NH:5][CH:6]=1. The catalyst class is: 287. (3) Reactant: [I:1][C:2]1[CH:13]=[C:12]([C:14]([F:17])([F:16])[F:15])[CH:11]=[CH:10][C:3]=1[O:4][CH2:5][CH:6]([OH:9])[CH2:7][OH:8].N1C=CN=C1.[Si:23](Cl)([C:26]([CH3:29])([CH3:28])[CH3:27])([CH3:25])[CH3:24]. Product: [Si:23]([O:8][CH2:7][CH:6]([OH:9])[CH2:5][O:4][C:3]1[CH:10]=[CH:11][C:12]([C:14]([F:16])([F:15])[F:17])=[CH:13][C:2]=1[I:1])([C:26]([CH3:29])([CH3:28])[CH3:27])([CH3:25])[CH3:24]. The catalyst class is: 9. (4) Reactant: Cl.[F:2][C:3]1[C:8]([F:9])=[CH:7][CH:6]=[CH:5][C:4]=1[C@H:10]1[CH2:16][N:15]2[CH:17]([CH2:20][CH3:21])[CH2:18][N:19]=[C:14]2[C@H:13]([NH:22]C(=O)OC(C)(C)C)[CH2:12][CH2:11]1. Product: [F:2][C:3]1[C:8]([F:9])=[CH:7][CH:6]=[CH:5][C:4]=1[C@H:10]1[CH2:16][N:15]2[CH:17]([CH2:20][CH3:21])[CH2:18][N:19]=[C:14]2[C@H:13]([NH2:22])[CH2:12][CH2:11]1. The catalyst class is: 12.